From a dataset of NCI-60 drug combinations with 297,098 pairs across 59 cell lines. Regression. Given two drug SMILES strings and cell line genomic features, predict the synergy score measuring deviation from expected non-interaction effect. (1) Drug 1: C1CN(P(=O)(OC1)NCCCl)CCCl. Drug 2: B(C(CC(C)C)NC(=O)C(CC1=CC=CC=C1)NC(=O)C2=NC=CN=C2)(O)O. Cell line: HCT-15. Synergy scores: CSS=59.8, Synergy_ZIP=-0.600, Synergy_Bliss=-2.77, Synergy_Loewe=-53.1, Synergy_HSA=-3.22. (2) Drug 1: C1=CC=C(C(=C1)C(C2=CC=C(C=C2)Cl)C(Cl)Cl)Cl. Drug 2: CC1CCCC2(C(O2)CC(NC(=O)CC(C(C(=O)C(C1O)C)(C)C)O)C(=CC3=CSC(=N3)C)C)C. Cell line: SNB-75. Synergy scores: CSS=31.0, Synergy_ZIP=0.368, Synergy_Bliss=-0.435, Synergy_Loewe=-31.9, Synergy_HSA=-0.417. (3) Drug 1: CCC(=C(C1=CC=CC=C1)C2=CC=C(C=C2)OCCN(C)C)C3=CC=CC=C3.C(C(=O)O)C(CC(=O)O)(C(=O)O)O. Drug 2: C1CC(C1)(C(=O)O)C(=O)O.[NH2-].[NH2-].[Pt+2]. Cell line: SR. Synergy scores: CSS=19.1, Synergy_ZIP=0.0136, Synergy_Bliss=4.83, Synergy_Loewe=-19.5, Synergy_HSA=2.66.